Dataset: Retrosynthesis with 50K atom-mapped reactions and 10 reaction types from USPTO. Task: Predict the reactants needed to synthesize the given product. (1) Given the product Cc1cc(Cn2cnc(N=Cc3ccccc3)c2C(N)=O)cc(C)c1OCc1ccccc1, predict the reactants needed to synthesize it. The reactants are: Cc1cc(CO)cc(C)c1OCc1ccccc1.NC(=O)c1[nH]cnc1N=Cc1ccccc1. (2) Given the product CCOC(=O)[C@@H]1C[C@H](NC(=O)c2ccc3ccccc3c2O)CN1CC1CCCC1, predict the reactants needed to synthesize it. The reactants are: CCOC(=O)[C@@H]1C[C@H](N)CN1CC1CCCC1.O=C(O)c1ccc2ccccc2c1O. (3) Given the product CC(=O)Nc1ccc(C(=O)C2CCN(Cc3ccc(C(O)(C(F)(F)F)C(F)(F)F)cc3)CC2)cc1, predict the reactants needed to synthesize it. The reactants are: CC(=O)Nc1ccc(C(=O)C2CCNCC2)cc1.OC(c1ccc(CBr)cc1)(C(F)(F)F)C(F)(F)F. (4) Given the product N#Cc1ccc(-c2ncccc2C(F)(F)F)cc1N, predict the reactants needed to synthesize it. The reactants are: N#Cc1ccc(-c2ncccc2C(F)(F)F)cc1[N+](=O)[O-]. (5) Given the product CNC(=S)NCCCSc1nnnn1C, predict the reactants needed to synthesize it. The reactants are: CN=C=S.Cn1nnnc1SCCCN. (6) Given the product COc1ccc(OC)c(CN(C(=O)Oc2c(C)cccc2C)c2ccnc(Nc3ccc(OCCN(C)C)cc3)n2)c1, predict the reactants needed to synthesize it. The reactants are: CN(C)CCOc1ccc(N)cc1.COc1ccc(OC)c(CN(C(=O)Oc2c(C)cccc2C)c2ccnc(Cl)n2)c1. (7) Given the product COc1c(C)ccc2[nH]c(C(N)=O)cc12, predict the reactants needed to synthesize it. The reactants are: COC(=O)c1cc2c(OC)c(C)ccc2[nH]1.N. (8) Given the product Cn1nc(-c2ccccc2SCc2ccccc2)oc1=O, predict the reactants needed to synthesize it. The reactants are: CI.O=c1[nH]nc(-c2ccccc2SCc2ccccc2)o1. (9) Given the product Cc1cc(C(=O)N2CCC[C@@H](CC(=O)Nc3ccc4cc3CCc3cncc(c3)Nc3ncc(Cl)c(n3)N4)C2)no1, predict the reactants needed to synthesize it. The reactants are: Cc1cc(C(=O)Cl)no1.O=C(C[C@@H]1CCCNC1)Nc1ccc2cc1CCc1cncc(c1)Nc1ncc(Cl)c(n1)N2. (10) Given the product CC1CCCN(C2CCN(c3ncc(-c4ccc(F)cc4F)c(NCc4c(F)cccc4F)n3)CC2)C1, predict the reactants needed to synthesize it. The reactants are: CC1CCCN(C2CCN(c3ncc(Br)c(NCc4c(F)cccc4F)n3)CC2)C1.OB(O)c1ccc(F)cc1F.